The task is: Regression/Classification. Given a drug SMILES string, predict its absorption, distribution, metabolism, or excretion properties. Task type varies by dataset: regression for continuous measurements (e.g., permeability, clearance, half-life) or binary classification for categorical outcomes (e.g., BBB penetration, CYP inhibition). Dataset: cyp2d6_veith.. This data is from CYP2D6 inhibition data for predicting drug metabolism from PubChem BioAssay. (1) The compound is CC(C)[C@@H](OCc1ccccc1)[C@H](C)CO/N=C1\[C@@H]2CCn3c(=O)n(-c4ccccc4)c(=O)n3[C@H]2[C@H](O)[C@H]2O[C@H]12. The result is 0 (non-inhibitor). (2) The drug is O=S(=O)(c1ccccc1)N1CCC2(CCCN(c3ccccn3)C2)CC1. The result is 1 (inhibitor). (3) The compound is O=C(CCN1CCN(CC(=O)Nc2ccccc2Cl)CC1)Nc1ccccc1F. The result is 1 (inhibitor). (4) The molecule is O=C(O)CSc1ncccc1[N+](=O)[O-]. The result is 0 (non-inhibitor). (5) The molecule is CCCCCOc1ccc(C(=O)NCC2(c3ccccc3)CCOCC2)cc1. The result is 1 (inhibitor). (6) The drug is O=C1NC(=O)C(c2ccccc2[N+](=O)[O-])=C1Nc1ccc(O)c(Cl)c1. The result is 0 (non-inhibitor).